Dataset: Forward reaction prediction with 1.9M reactions from USPTO patents (1976-2016). Task: Predict the product of the given reaction. (1) Given the reactants [CH2:1]([O:3][C:4](=[O:16])[C:5]1[CH:10]=[CH:9][C:8](O)=[N:7][C:6]=1[C:12]([F:15])([F:14])[F:13])[CH3:2].P(Cl)([Cl:26])(OC1C=CC=CC=1)=O.C(=O)(O)[O-].[Na+], predict the reaction product. The product is: [CH2:1]([O:3][C:4](=[O:16])[C:5]1[CH:10]=[CH:9][C:8]([Cl:26])=[N:7][C:6]=1[C:12]([F:15])([F:14])[F:13])[CH3:2]. (2) Given the reactants [C:1]([C:3]1[CH:8]=[C:7]([C:9]2[CH:18]=[CH:17][C:12]3O[CH2:14][CH2:15][O:16][C:11]=3[CH:10]=2)[CH:6]=[CH:5][C:4]=1[N:19]=[CH:20][N:21](C)C)#[N:2].N1C=C([C:29]2[CH:35]=[CH:34][C:32]([NH2:33])=[CH:31][CH:30]=2)N=N1.[OH-:36].[Na+], predict the reaction product. The product is: [O:36]1[C:12]2[CH:17]=[CH:18][C:9]([C:7]3[CH:8]=[C:3]4[C:4](=[CH:5][CH:6]=3)[N:19]=[CH:20][N:21]=[C:1]4[NH:2][C:29]3[CH:30]=[CH:31][C:32]([N:33]4[CH:4]=[N:19][CH:20]=[N:21]4)=[CH:34][CH:35]=3)=[CH:10][C:11]=2[O:16][CH2:15][CH2:14]1. (3) Given the reactants [H-].[Al+3].[Li+].[H-].[H-].[H-].O[N:8]=[C:9]1[C:17]2[C:12](=[CH:13][CH:14]=[CH:15][CH:16]=2)[CH2:11][C:10]21[CH2:22][O:21][C:20]([CH3:24])([CH3:23])[O:19][CH2:18]2.C1COCC1.[OH-].[Na+], predict the reaction product. The product is: [CH3:23][C:20]1([CH3:24])[O:19][CH2:18][C:10]2([CH2:11][C:12]3[C:17](=[CH:16][CH:15]=[CH:14][CH:13]=3)[CH:9]2[NH2:8])[CH2:22][O:21]1. (4) Given the reactants [F:1][C:2]1[CH:7]=[CH:6][CH:5]=[CH:4][C:3]=1[C:8]1[C:9]2[CH:19]=[CH:18][C:17](=[O:20])[NH:16][C:10]=2[N:11]=[C:12]([S:14][CH3:15])[N:13]=1.I[CH2:22][CH3:23], predict the reaction product. The product is: [CH2:22]([N:16]1[C:10]2[N:11]=[C:12]([S:14][CH3:15])[N:13]=[C:8]([C:3]3[CH:4]=[CH:5][CH:6]=[CH:7][C:2]=3[F:1])[C:9]=2[CH:19]=[CH:18][C:17]1=[O:20])[CH3:23]. (5) Given the reactants Cl[C:2]1[CH:10]=[CH:9][C:5]([C:6]([NH2:8])=[O:7])=[C:4]([NH:11][C:12]2[CH:17]=[CH:16][C:15]([S:18]([CH3:21])(=[O:20])=[O:19])=[CH:14][CH:13]=2)[N:3]=1.OC(C(F)(F)F)=O.[C:29]1([C:35]2[CH2:39][C:38]3([CH2:44][CH2:43][CH2:42][NH:41][CH2:40]3)[O:37][N:36]=2)[CH:34]=[CH:33][CH:32]=[CH:31][CH:30]=1.C(N(CC)C(C)C)(C)C, predict the reaction product. The product is: [CH3:21][S:18]([C:15]1[CH:16]=[CH:17][C:12]([NH:11][C:4]2[N:3]=[C:2]([N:41]3[CH2:42][CH2:43][CH2:44][C:38]4([O:37][N:36]=[C:35]([C:29]5[CH:34]=[CH:33][CH:32]=[CH:31][CH:30]=5)[CH2:39]4)[CH2:40]3)[CH:10]=[CH:9][C:5]=2[C:6]([NH2:8])=[O:7])=[CH:13][CH:14]=1)(=[O:20])=[O:19].